This data is from Full USPTO retrosynthesis dataset with 1.9M reactions from patents (1976-2016). The task is: Predict the reactants needed to synthesize the given product. (1) Given the product [CH3:29][O:28][C:22]1[CH:23]=[C:24]([O:26][CH3:27])[N:25]=[C:20]([N:4]2[CH2:5][CH2:6][N:1]([CH2:7][C:8]3[CH:9]=[CH:10][C:11]([CH2:14][NH:15][C:16](=[O:18])[CH3:17])=[CH:12][CH:13]=3)[CH2:2][CH2:3]2)[N:21]=1, predict the reactants needed to synthesize it. The reactants are: [N:1]1([CH2:7][C:8]2[CH:13]=[CH:12][C:11]([CH2:14][NH:15][C:16](=[O:18])[CH3:17])=[CH:10][CH:9]=2)[CH2:6][CH2:5][NH:4][CH2:3][CH2:2]1.Cl[C:20]1[N:25]=[C:24]([O:26][CH3:27])[CH:23]=[C:22]([O:28][CH3:29])[N:21]=1.C(=O)([O-])[O-].[K+].[K+]. (2) Given the product [Cl:20][CH:17]1[CH2:16][CH2:15][N:14]([C:11]2[CH:12]=[CH:13][C:8]([NH:7][C:4]3[C:3]([C:21]([NH2:23])=[O:22])=[C:2]([NH:1][CH2:28][C:27]4[CH:30]=[C:31]([CH3:34])[C:32]([OH:33])=[C:25]([CH3:24])[CH:26]=4)[NH:6][N:5]=3)=[CH:9][CH:10]=2)[CH2:19][CH2:18]1, predict the reactants needed to synthesize it. The reactants are: [NH2:1][C:2]1[NH:6][N:5]=[C:4]([NH:7][C:8]2[CH:13]=[CH:12][C:11]([N:14]3[CH2:19][CH2:18][CH:17]([Cl:20])[CH2:16][CH2:15]3)=[CH:10][CH:9]=2)[C:3]=1[C:21]([NH2:23])=[O:22].[CH3:24][C:25]1[CH:26]=[C:27]([CH:30]=[C:31]([CH3:34])[C:32]=1[OH:33])[CH:28]=O.[BH4-].[Na+].O. (3) Given the product [F:11][C:8]1[CH:7]=[C:4]([CH:3]=[C:2]([F:1])[C:9]=1[O:19][C:15]1[CH:16]=[CH:17][CH:18]=[C:13]([F:12])[CH:14]=1)[CH:5]=[O:6], predict the reactants needed to synthesize it. The reactants are: [F:1][C:2]1[CH:3]=[C:4]([CH:7]=[C:8]([F:11])[C:9]=1F)[CH:5]=[O:6].[F:12][C:13]1[CH:14]=[C:15]([OH:19])[CH:16]=[CH:17][CH:18]=1. (4) Given the product [F:2][CH2:3][CH:4]1[O:9][CH2:8][CH2:7][N:6]([C:10]2[N:11]=[C:12]([CH2:18][C:19]([NH:26][C:25]3[CH:27]=[CH:28][C:29]([F:30])=[C:23]([Cl:22])[CH:24]=3)=[O:21])[N:13]([CH3:17])[C:14](=[O:16])[CH:15]=2)[CH2:5]1, predict the reactants needed to synthesize it. The reactants are: [Na].[F:2][CH2:3][CH:4]1[O:9][CH2:8][CH2:7][N:6]([C:10]2[N:11]=[C:12]([CH2:18][C:19]([OH:21])=O)[N:13]([CH3:17])[C:14](=[O:16])[CH:15]=2)[CH2:5]1.[Cl:22][C:23]1[CH:24]=[C:25]([CH:27]=[CH:28][C:29]=1[F:30])[NH2:26]. (5) The reactants are: [Br:1][C:2]1[CH:17]=[C:16]([S:18]([CH2:21][CH3:22])(=[O:20])=[O:19])[CH:15]=[CH:14][C:3]=1[O:4][C:5]1[C:12]([CH3:13])=[CH:11][CH:10]=[CH:9][C:6]=1[CH:7]=[O:8].[BH4-].[Na+]. Given the product [Br:1][C:2]1[CH:17]=[C:16]([S:18]([CH2:21][CH3:22])(=[O:19])=[O:20])[CH:15]=[CH:14][C:3]=1[O:4][C:5]1[C:12]([CH3:13])=[CH:11][CH:10]=[CH:9][C:6]=1[CH2:7][OH:8], predict the reactants needed to synthesize it. (6) Given the product [F:1][C:2]1[CH:3]=[CH:4][C:5]([CH2:6][N:7]2[C:11]3=[CH:12][N:13]=[C:14]([C:16]([OH:18])=[O:17])[CH:15]=[C:10]3[C:9]([CH2:20][N:21]3[CH2:26][CH2:25][NH:24][C:23](=[O:27])[CH2:22]3)=[CH:8]2)=[CH:28][CH:29]=1, predict the reactants needed to synthesize it. The reactants are: [F:1][C:2]1[CH:29]=[CH:28][C:5]([CH2:6][N:7]2[C:11]3=[CH:12][N:13]=[C:14]([C:16]([O:18]C)=[O:17])[CH:15]=[C:10]3[C:9]([CH2:20][N:21]3[CH2:26][CH2:25][NH:24][C:23](=[O:27])[CH2:22]3)=[CH:8]2)=[CH:4][CH:3]=1.[OH-].[Li+]. (7) Given the product [ClH:49].[S:23]1[C:31]2[CH:30]=[C:29]([CH2:32][NH:1][CH:2]3[CH2:7][CH2:6][N:5]([CH2:8][CH:9]4[N:19]5[C:20]6[N:11]([C:12](=[O:22])[CH:13]=[CH:14][C:15]=6[N:16]=[CH:17][C:18]5=[O:21])[CH2:10]4)[CH2:4][CH2:3]3)[N:28]=[CH:27][C:26]=2[O:25][CH2:24]1, predict the reactants needed to synthesize it. The reactants are: [NH2:1][CH:2]1[CH2:7][CH2:6][N:5]([CH2:8][CH:9]2[N:19]3[C:20]4[N:11]([C:12](=[O:22])[CH:13]=[CH:14][C:15]=4[N:16]=[CH:17][C:18]3=[O:21])[CH2:10]2)[CH2:4][CH2:3]1.[S:23]1[C:31]2[CH:30]=[C:29]([CH:32]=O)[N:28]=[CH:27][C:26]=2[O:25][CH2:24]1.C(O[BH-](OC(=O)C)OC(=O)C)(=O)C.[Na+].C(Cl)(Cl)[Cl:49].CO.